Dataset: Forward reaction prediction with 1.9M reactions from USPTO patents (1976-2016). Task: Predict the product of the given reaction. Given the reactants [Cl:1][C:2]1[CH:10]=[C:9]([Cl:11])[C:8]([NH:12][C:13]2[C:18]([F:19])=[CH:17][C:16]([F:20])=[CH:15][C:14]=2[Cl:21])=[CH:7][C:3]=1[C:4]([OH:6])=O.S(Cl)(Cl)=O.[CH3:26][N:27]([CH3:35])[CH:28]=[CH:29][C:30]([O:32][CH2:33][CH3:34])=[O:31].C(N(CC)CC)C, predict the reaction product. The product is: [Cl:1][C:2]1[CH:10]=[C:9]([Cl:11])[C:8]([NH:12][C:13]2[C:18]([F:19])=[CH:17][C:16]([F:20])=[CH:15][C:14]=2[Cl:21])=[CH:7][C:3]=1[C:4]([C:29](=[CH:28][N:27]([CH3:35])[CH3:26])[C:30]([O:32][CH2:33][CH3:34])=[O:31])=[O:6].